Dataset: Forward reaction prediction with 1.9M reactions from USPTO patents (1976-2016). Task: Predict the product of the given reaction. (1) Given the reactants [Li]CCCC.C(NC(C)C)(C)C.[OH:13][C:14]1[CH:20]=[CH:19][C:17]([NH2:18])=[CH:16][CH:15]=1.F[C:22]1[CH:30]=[C:29]([F:31])[C:28]([F:32])=[CH:27][C:23]=1[C:24]([OH:26])=[O:25], predict the reaction product. The product is: [OH:13][C:14]1[CH:20]=[CH:19][C:17]([NH:18][C:22]2[CH:30]=[C:29]([F:31])[C:28]([F:32])=[CH:27][C:23]=2[C:24]([OH:26])=[O:25])=[CH:16][CH:15]=1. (2) The product is: [Si:5]([O:9][CH2:10][CH2:11][CH2:12][CH2:13][C:14]([O:16][CH3:17])=[O:15])([C:1]([CH3:4])([CH3:3])[CH3:2])([CH3:7])[CH3:6]. Given the reactants [C:1]([Si:5](Cl)([CH3:7])[CH3:6])([CH3:4])([CH3:3])[CH3:2].[OH:9][CH2:10][CH2:11][CH2:12][CH2:13][C:14]([O:16][CH3:17])=[O:15].N1C=CN=C1, predict the reaction product. (3) Given the reactants CS(O[CH2:6][CH2:7][C:8]1[CH:13]=[CH:12][C:11]([C:14]2[CH:19]=[CH:18][C:17]([S:20]([CH2:23][CH2:24][CH2:25][O:26][CH3:27])(=[O:22])=[O:21])=[CH:16][CH:15]=2)=[CH:10][CH:9]=1)(=O)=O.C([C@@H]([C@H](C(O)=O)O)O)(O)=O.[CH3:38][C@@H:39]1[CH2:43][CH2:42][CH2:41][NH:40]1.[OH-].[Na+].[C:46]([OH:58])(=[O:57])[CH2:47][C:48]([CH2:53][C:54]([OH:56])=[O:55])([C:50]([OH:52])=[O:51])[OH:49], predict the reaction product. The product is: [C:46]([OH:58])(=[O:57])[CH2:47][C:48]([CH2:53][C:54]([OH:56])=[O:55])([C:50]([OH:52])=[O:51])[OH:49].[C:46]([OH:58])(=[O:57])[CH2:47][C:48]([CH2:53][C:54]([OH:56])=[O:55])([C:50]([OH:52])=[O:51])[OH:49].[CH3:27][O:26][CH2:25][CH2:24][CH2:23][S:20]([C:17]1[CH:18]=[CH:19][C:14]([C:11]2[CH:10]=[CH:9][C:8]([CH2:7][CH2:6][N:40]3[CH2:41][CH2:42][CH2:43][C@H:39]3[CH3:38])=[CH:13][CH:12]=2)=[CH:15][CH:16]=1)(=[O:22])=[O:21]. (4) Given the reactants [CH2:1]([O:8][C:9]1[CH:24]=[C:23]([N:25]([CH2:31][C:32]2[CH:37]=[CH:36][C:35]([CH:38]3[CH2:43][CH2:42][CH2:41][CH2:40][CH2:39]3)=[CH:34][CH:33]=2)[C:26](=[O:30])[CH2:27][NH:28][CH3:29])[CH:22]=[CH:21][C:10]=1[C:11]([O:13][CH2:14][C:15]1[CH:20]=[CH:19][CH:18]=[CH:17][CH:16]=1)=[O:12])[C:2]1[CH:7]=[CH:6][CH:5]=[CH:4][CH:3]=1.[CH3:44][C:45]1[CH:50]=[C:49]([CH3:51])[CH:48]=[C:47]([CH3:52])[C:46]=1[S:53](Cl)(=[O:55])=[O:54], predict the reaction product. The product is: [CH2:1]([O:8][C:9]1[CH:24]=[C:23]([N:25]([CH2:31][C:32]2[CH:33]=[CH:34][C:35]([CH:38]3[CH2:43][CH2:42][CH2:41][CH2:40][CH2:39]3)=[CH:36][CH:37]=2)[C:26](=[O:30])[CH2:27][N:28]([CH3:29])[S:53]([C:46]2[C:47]([CH3:52])=[CH:48][C:49]([CH3:51])=[CH:50][C:45]=2[CH3:44])(=[O:55])=[O:54])[CH:22]=[CH:21][C:10]=1[C:11]([O:13][CH2:14][C:15]1[CH:20]=[CH:19][CH:18]=[CH:17][CH:16]=1)=[O:12])[C:2]1[CH:3]=[CH:4][CH:5]=[CH:6][CH:7]=1. (5) Given the reactants [Cl:1][C:2]1[CH:3]=[CH:4][C:5]([O:26][CH2:27][C:28]2[CH:33]=[CH:32][CH:31]=[CH:30][CH:29]=2)=[C:6]([CH2:8][N:9]2[C:13]([CH3:14])=[CH:12][C:11]([C:15]([NH:17][C:18]3[CH:23]=[CH:22][C:21]([CH:24]=O)=[CH:20][CH:19]=3)=[O:16])=[N:10]2)[CH:7]=1.[N:34]1(C(OC(C)(C)C)=O)[CH2:39][CH2:38][NH:37][CH2:36][CH2:35]1.C(O)(=O)C.C(O[BH-](OC(=O)C)OC(=O)C)(=O)C.[Na+], predict the reaction product. The product is: [ClH:1].[Cl:1][C:2]1[CH:3]=[CH:4][C:5]([O:26][CH2:27][C:28]2[CH:33]=[CH:32][CH:31]=[CH:30][CH:29]=2)=[C:6]([CH2:8][N:9]2[C:13]([CH3:14])=[CH:12][C:11]([C:15]([NH:17][C:18]3[CH:23]=[CH:22][C:21]([CH2:24][N:34]4[CH2:39][CH2:38][NH:37][CH2:36][CH2:35]4)=[CH:20][CH:19]=3)=[O:16])=[N:10]2)[CH:7]=1. (6) Given the reactants [CH2:1]([N:8]([CH2:20][C:21]1[CH:26]=[CH:25][CH:24]=[C:23]([O:27][CH3:28])[CH:22]=1)[CH2:9][CH:10]([C:12]1[CH:17]=[CH:16][C:15]([O:18][CH3:19])=[CH:14][CH:13]=1)O)[C:2]1[CH:7]=[CH:6][CH:5]=[CH:4][CH:3]=1.C(O)(C(F)(F)F)=O, predict the reaction product. The product is: [CH2:1]([N:8]1[CH2:9][CH:10]([C:12]2[CH:17]=[CH:16][C:15]([O:18][CH3:19])=[CH:14][CH:13]=2)[C:26]2[C:21](=[CH:22][C:23]([O:27][CH3:28])=[CH:24][CH:25]=2)[CH2:20]1)[C:2]1[CH:7]=[CH:6][CH:5]=[CH:4][CH:3]=1. (7) Given the reactants C([O:4][C:5]1[C:6]([CH2:45][CH3:46])=[C:7]([CH2:34][C:35]([N:37]([CH2:42][CH2:43][OH:44])[CH2:38][CH2:39][O:40][CH3:41])=[O:36])[C:8]([C:15](=[O:33])[C:16]2[CH:21]=[CH:20][C:19]([O:22][CH2:23][CH2:24][N:25]3[CH2:30][CH2:29][O:28][CH2:27][CH2:26]3)=[C:18]([O:31][CH3:32])[CH:17]=2)=[C:9]([O:11]CC=C)[CH:10]=1)C=C.C([O-])=O.[NH4+], predict the reaction product. The product is: [CH2:45]([C:6]1[C:5]([OH:4])=[CH:10][C:9]([OH:11])=[C:8]([C:15](=[O:33])[C:16]2[CH:21]=[CH:20][C:19]([O:22][CH2:23][CH2:24][N:25]3[CH2:30][CH2:29][O:28][CH2:27][CH2:26]3)=[C:18]([O:31][CH3:32])[CH:17]=2)[C:7]=1[CH2:34][C:35]([N:37]([CH2:42][CH2:43][OH:44])[CH2:38][CH2:39][O:40][CH3:41])=[O:36])[CH3:46].